From a dataset of Reaction yield outcomes from USPTO patents with 853,638 reactions. Predict the reaction yield, written as a fraction of the theoretical maximum amount of product (1.0 means a 100% yield; for example, 0.34 means a 34% yield). (1) The reactants are Cl[C:2]1[C:11]2[C:6](=[CH:7][C:8]([O:14][CH2:15][CH2:16][CH2:17][N:18]3[CH2:23][CH2:22][O:21][CH2:20][CH2:19]3)=[C:9]([O:12][CH3:13])[CH:10]=2)[N:5]=[CH:4][CH:3]=1.[CH2:24]([C:31]1[N:36]=[CH:35][N:34]([C:37]2[CH:42]=[CH:41][C:40]([OH:43])=[CH:39][CH:38]=2)[C:33](=[O:44])[CH:32]=1)[C:25]1[CH:30]=[CH:29][CH:28]=[CH:27][CH:26]=1. No catalyst specified. The product is [CH2:24]([C:31]1[N:36]=[CH:35][N:34]([C:37]2[CH:38]=[CH:39][C:40]([O:43][C:2]3[C:11]4[C:6](=[CH:7][C:8]([O:14][CH2:15][CH2:16][CH2:17][N:18]5[CH2:23][CH2:22][O:21][CH2:20][CH2:19]5)=[C:9]([O:12][CH3:13])[CH:10]=4)[N:5]=[CH:4][CH:3]=3)=[CH:41][CH:42]=2)[C:33](=[O:44])[CH:32]=1)[C:25]1[CH:30]=[CH:29][CH:28]=[CH:27][CH:26]=1. The yield is 0.340. (2) The reactants are [I:1][C:2]1[CH:3]=[C:4]([CH:6]=[C:7]([I:9])[CH:8]=1)[NH2:5].[CH3:10][Si:11]([CH3:27])([CH3:26])[CH2:12][CH2:13][O:14][C:15]([NH:17][CH2:18][CH2:19][CH2:20][CH2:21][CH2:22][C:23](O)=[O:24])=[O:16].CCN(C(C)C)C(C)C.CN(C(ON1N=NC2C=CC=NC1=2)=[N+](C)C)C.F[P-](F)(F)(F)(F)F. The catalyst is CN(C=O)C.CCOCC. The product is [CH3:26][Si:11]([CH3:10])([CH3:27])[CH2:12][CH2:13][O:14][C:15](=[O:16])[NH:17][CH2:18][CH2:19][CH2:20][CH2:21][CH2:22][C:23](=[O:24])[NH:5][C:4]1[CH:3]=[C:2]([I:1])[CH:8]=[C:7]([I:9])[CH:6]=1. The yield is 0.590. (3) The reactants are [F:1][C:2]1[C:3]([CH3:17])=[C:4]([NH:8][C:9]([NH:11][C:12](=[O:16])[O:13][CH2:14][CH3:15])=[S:10])[CH:5]=[CH:6][CH:7]=1.C(=O)([O-])[O-].[K+].[K+].[CH2:24](I)[CH3:25]. The catalyst is CC(C)=O. The product is [CH2:24]([S:10][CH:9]([NH:11][C:12](=[O:16])[O:13][CH2:14][CH3:15])[NH:8][C:4]1[CH:5]=[CH:6][CH:7]=[C:2]([F:1])[C:3]=1[CH3:17])[CH3:25]. The yield is 0.970.